This data is from hERG potassium channel inhibition data for cardiac toxicity prediction from Karim et al.. The task is: Regression/Classification. Given a drug SMILES string, predict its toxicity properties. Task type varies by dataset: regression for continuous values (e.g., LD50, hERG inhibition percentage) or binary classification for toxic/non-toxic outcomes (e.g., AMES mutagenicity, cardiotoxicity, hepatotoxicity). Dataset: herg_karim. The molecule is Cc1ccc(N2CCN(CCN3Cc4ccccc4C3)C2=O)s1. The result is 0 (non-blocker).